Dataset: Forward reaction prediction with 1.9M reactions from USPTO patents (1976-2016). Task: Predict the product of the given reaction. (1) Given the reactants [NH:1]1[CH:5]=[C:4]([CH2:6][CH2:7][NH2:8])[N:3]=[CH:2]1.[H-].[Na+].[Cl:11][C:12]1[CH:13]=[C:14]([NH:19][C:20]2[N:25]=[C:24](S(C)(=O)=O)[C:23]([C:30]3[CH:31]=[C:32](/[CH:36]=[CH:37]/[C:38]([O:40][CH2:41][CH3:42])=[O:39])[CH:33]=[CH:34][CH:35]=3)=[CH:22][N:21]=2)[CH:15]=[CH:16][C:17]=1[F:18], predict the reaction product. The product is: [Cl:11][C:12]1[CH:13]=[C:14]([NH:19][C:20]2[N:21]=[C:22]([NH:8][CH2:7][CH2:6][C:4]3[N:3]=[CH:2][NH:1][CH:5]=3)[C:23]([C:30]3[CH:31]=[C:32](/[CH:36]=[CH:37]/[C:38]([O:40][CH2:41][CH3:42])=[O:39])[CH:33]=[CH:34][CH:35]=3)=[CH:24][N:25]=2)[CH:15]=[CH:16][C:17]=1[F:18]. (2) Given the reactants [Br:1][C:2]1[C:6]2[C:7]3[N:8]([CH:11]=[N:12][N:13]=3)C=[N:10][C:5]=2[S:4][CH:3]=1.CNCCN, predict the reaction product. The product is: [Br:1][C:2]1[C:6]([C:7]2[NH:8][CH:11]=[N:12][N:13]=2)=[C:5]([NH2:10])[S:4][CH:3]=1.